Dataset: Catalyst prediction with 721,799 reactions and 888 catalyst types from USPTO. Task: Predict which catalyst facilitates the given reaction. (1) Reactant: [Br:1][C:2]1[CH:3]=[C:4]([CH:8]=[CH:9][C:10]=1[Cl:11])[C:5]([OH:7])=[O:6].Cl.O1CCO[CH2:15][CH2:14]1. Product: [CH2:14]([O:6][C:5](=[O:7])[C:4]1[CH:8]=[CH:9][C:10]([Cl:11])=[C:2]([Br:1])[CH:3]=1)[CH3:15]. The catalyst class is: 8. (2) Reactant: [OH-].[Na+].[Cl:3][C:4]1[CH:9]=[CH:8][C:7]([C:10]2[CH:15]=[CH:14][C:13](/[C:16](/[CH3:36])=[CH:17]/[CH2:18][O:19][C:20]3[CH:25]=[CH:24][C:23]([CH2:26][C@H:27]([O:33][CH2:34][CH3:35])[C:28]([O:30]CC)=[O:29])=[CH:22][CH:21]=3)=[CH:12][CH:11]=2)=[CH:6][CH:5]=1. Product: [Cl:3][C:4]1[CH:5]=[CH:6][C:7]([C:10]2[CH:11]=[CH:12][C:13](/[C:16](/[CH3:36])=[CH:17]/[CH2:18][O:19][C:20]3[CH:25]=[CH:24][C:23]([CH2:26][C@H:27]([O:33][CH2:34][CH3:35])[C:28]([OH:30])=[O:29])=[CH:22][CH:21]=3)=[CH:14][CH:15]=2)=[CH:8][CH:9]=1. The catalyst class is: 8. (3) Product: [Br:1][C:2]1[CH:7]=[C:6]2[C:5](=[CH:4][CH:3]=1)[O:18][C:19]([CH2:20][CH3:21])=[C:9]([C:10]1[CH:15]=[CH:14][CH:13]=[CH:12][C:11]=1[F:16])[C:8]2=[O:17]. Reactant: [Br:1][C:2]1[CH:3]=[CH:4][C:5]([OH:18])=[C:6]([C:8](=[O:17])[CH2:9][C:10]2[CH:15]=[CH:14][CH:13]=[CH:12][C:11]=2[F:16])[CH:7]=1.[C:19](OC(=O)CC)(=O)[CH2:20][CH3:21].Cl. The catalyst class is: 66. (4) Product: [O:1]1[CH2:6][CH2:5][CH2:4][CH2:3][CH:2]1[O:7][NH:8][C:9](=[O:26])[CH2:10][C@@:11]1([C:20]2[S:21][C:22]([Br:25])=[CH:23][CH:24]=2)[S:17](=[O:19])(=[O:18])[CH2:16][CH2:15][N:14]([C:33]([C:28]2[CH:29]=[CH:30][CH:31]=[CH:32][N:27]=2)=[O:34])[CH2:13][CH2:12]1. Reactant: [O:1]1[CH2:6][CH2:5][CH2:4][CH2:3][CH:2]1[O:7][NH:8][C:9](=[O:26])[CH2:10][C@@:11]1([C:20]2[S:21][C:22]([Br:25])=[CH:23][CH:24]=2)[S:17](=[O:19])(=[O:18])[CH2:16][CH2:15][NH:14][CH2:13][CH2:12]1.[N:27]1[CH:32]=[CH:31][CH:30]=[CH:29][C:28]=1[C:33](O)=[O:34].Cl.C(N=C=NCCCN(C)C)C.ON1C2C=CC=CC=2N=N1. The catalyst class is: 9. (5) Reactant: Br[C:2]1[CH:7]=[C:6]([C:8]2[N:9]=[C:10]([NH:13][C:14]3[CH:19]=[CH:18][CH:17]=[C:16]([CH3:20])[CH:15]=3)[S:11][CH:12]=2)[CH:5]=[CH:4][N:3]=1.[CH3:21][NH:22][CH3:23]. Product: [CH3:21][N:22]([CH3:23])[C:2]1[CH:7]=[C:6]([C:8]2[N:9]=[C:10]([NH:13][C:14]3[CH:19]=[CH:18][CH:17]=[C:16]([CH3:20])[CH:15]=3)[S:11][CH:12]=2)[CH:5]=[CH:4][N:3]=1. The catalyst class is: 6. (6) Reactant: C([O:4][CH2:5][C:6]([CH3:48])([CH3:47])[CH2:7][N:8]1[C:14]2[CH:15]=[CH:16][C:17]([Cl:19])=[CH:18][C:13]=2[C@@H:12]([C:20]2[CH:25]=[CH:24][CH:23]=[C:22]([O:26][CH3:27])[C:21]=2[O:28][CH3:29])[O:11][C@H:10]([CH2:30][C:31]([NH:33][C:34]2[CH:35]=[C:36]([CH:41]=[CH:42][C:43]=2[O:44][CH3:45])[C:37]([O:39]C)=[O:38])=[O:32])[C:9]1=[O:46])(=O)C.[OH-].[Na+].C(O)C. Product: [Cl:19][C:17]1[CH:16]=[CH:15][C:14]2[N:8]([CH2:7][C:6]([CH3:47])([CH3:48])[CH2:5][OH:4])[C:9](=[O:46])[C@@H:10]([CH2:30][C:31]([NH:33][C:34]3[CH:35]=[C:36]([CH:41]=[CH:42][C:43]=3[O:44][CH3:45])[C:37]([OH:39])=[O:38])=[O:32])[O:11][C@H:12]([C:20]3[CH:25]=[CH:24][CH:23]=[C:22]([O:26][CH3:27])[C:21]=3[O:28][CH3:29])[C:13]=2[CH:18]=1. The catalyst class is: 6. (7) Reactant: S(=O)(=O)(O)[OH:2].[F:6][C:7]1[C:12]([F:13])=[CH:11][CH:10]=[CH:9][C:8]=1[NH:14][C:15](=[O:19])[CH:16]=NO. Product: [F:13][C:12]1[C:7]([F:6])=[C:8]2[C:9]([C:16](=[O:2])[C:15](=[O:19])[NH:14]2)=[CH:10][CH:11]=1. The catalyst class is: 6.